Dataset: Peptide-MHC class I binding affinity with 185,985 pairs from IEDB/IMGT. Task: Regression. Given a peptide amino acid sequence and an MHC pseudo amino acid sequence, predict their binding affinity value. This is MHC class I binding data. The peptide sequence is QAHMGIAGL. The MHC is HLA-A80:01 with pseudo-sequence HLA-A80:01. The binding affinity (normalized) is 0.0847.